Task: Predict the product of the given reaction.. Dataset: Forward reaction prediction with 1.9M reactions from USPTO patents (1976-2016) (1) Given the reactants [CH3:1][C:2]1[N:3]=[C:4]([NH:19][C:20](=[O:22])[CH3:21])[S:5][C:6]=1[C:7]1[CH:12]=[CH:11][N:10]=[C:9](N2CCOCC2)[N:8]=1.Cl.C(N)(=N)[C:25]1[CH:30]=[CH:29][CH:28]=[N:27][CH:26]=1, predict the reaction product. The product is: [CH3:1][C:2]1[N:3]=[C:4]([NH:19][C:20](=[O:22])[CH3:21])[S:5][C:6]=1[C:7]1[CH:12]=[CH:11][N:10]=[C:9]([C:25]2[CH:26]=[N:27][CH:28]=[CH:29][CH:30]=2)[N:8]=1. (2) Given the reactants [Br:1][C:2]1[CH:7]=[CH:6][CH:5]=[C:4]([NH2:8])[C:3]=1[NH2:9].[F:10][C:11]([F:19])([F:18])[C:12](=O)[C:13](OC)=[O:14], predict the reaction product. The product is: [Br:1][C:2]1[CH:7]=[CH:6][CH:5]=[C:4]2[C:3]=1[NH:9][C:13](=[O:14])[C:12]([C:11]([F:19])([F:18])[F:10])=[N:8]2. (3) Given the reactants CCN(C(C)C)C(C)C.[CH:10]1([C:13](Cl)=[O:14])[CH2:12][CH2:11]1.Cl.[NH2:17][CH2:18][CH:19]1[CH2:24][CH2:23][CH:22]([C:25]([N:27]2[CH2:36][C:35]3[CH:34]=[N:33][N:32]([CH3:37])[C:31]=3[NH:30][C:29]3[CH:38]=[C:39]([Cl:42])[CH:40]=[CH:41][C:28]2=3)=[O:26])[CH2:21][CH2:20]1, predict the reaction product. The product is: [Cl:42][C:39]1[CH:40]=[CH:41][C:28]2[N:27]([C:25]([CH:22]3[CH2:21][CH2:20][CH:19]([CH2:18][NH:17][C:13]([CH:10]4[CH2:12][CH2:11]4)=[O:14])[CH2:24][CH2:23]3)=[O:26])[CH2:36][C:35]3[CH:34]=[N:33][N:32]([CH3:37])[C:31]=3[NH:30][C:29]=2[CH:38]=1. (4) Given the reactants [CH2:1]([N:3]1[CH2:8][CH2:7][N:6]([C:9]2[N:10]=[C:11]([C:18]3[CH:23]=[CH:22][C:21]([CH2:24][CH2:25][C:26](=[O:28])[CH3:27])=[CH:20][CH:19]=3)[CH:12]=[C:13]3[CH:17]=[CH:16][S:15][C:14]=23)[CH2:5][CH2:4]1)[CH3:2].[CH3:29][Mg]Br.CCOCC.[Cl-:37].[NH4+].C(OCC)(=O)C, predict the reaction product. The product is: [ClH:37].[ClH:37].[CH2:1]([N:3]1[CH2:8][CH2:7][N:6]([C:9]2[N:10]=[C:11]([C:18]3[CH:23]=[CH:22][C:21]([CH2:24][CH2:25][C:26]([OH:28])([CH3:29])[CH3:27])=[CH:20][CH:19]=3)[CH:12]=[C:13]3[CH:17]=[CH:16][S:15][C:14]=23)[CH2:5][CH2:4]1)[CH3:2]. (5) Given the reactants [C:1]([C:4]1[CH:5]=[CH:6][C:7]2[CH2:14][CH:13]3[C:15]4([CH2:19][N:18]([CH2:20][CH2:21][CH3:22])[S:17](=[O:24])(=[O:23])[NH:16]4)[CH:10]([CH2:11][CH2:12]3)[CH2:9][C:8]=2[CH:25]=1)(O)=O.C[N:27](C(ON1N=NC2C=CC=CC1=2)=[N+](C)C)C.F[P-](F)(F)(F)(F)F.C(N(C(C)C)CC)(C)C.Cl.FC1C=CC(C(=O)CN)=CC=1, predict the reaction product. The product is: [C:1]([C:4]1[CH:5]=[CH:6][C:7]2[CH2:14][CH:13]3[C:15]4([CH2:19][N:18]([CH2:20][CH2:21][CH3:22])[S:17](=[O:24])(=[O:23])[NH:16]4)[CH:10]([CH2:11][CH2:12]3)[CH2:9][C:8]=2[CH:25]=1)#[N:27]. (6) Given the reactants [Cl:1][C:2]1[CH:21]=[C:20]([N:22]([C:24]([O:26][CH2:27][CH3:28])=[O:25])[CH3:23])[CH:19]=[CH:18][C:3]=1[CH2:4][N:5]1[C:9]2=[N:10][C:11]([C:14]([OH:16])=O)=[CH:12][CH:13]=[C:8]2[N:7]=[C:6]1[CH3:17].C(N1C=CN=C1)(N1C=CN=C1)=O.[Na].[CH:42]([S:47]([NH2:50])(=[O:49])=[O:48])=[CH:43][CH2:44][CH2:45][CH3:46].Cl, predict the reaction product. The product is: [Cl:1][C:2]1[CH:21]=[C:20]([N:22]([C:24]([O:26][CH2:27][CH3:28])=[O:25])[CH3:23])[CH:19]=[CH:18][C:3]=1[CH2:4][N:5]1[C:9]2=[N:10][C:11]([C:14](=[O:16])[NH:50][S:47](/[CH:42]=[CH:43]/[CH2:44][CH2:45][CH3:46])(=[O:49])=[O:48])=[CH:12][CH:13]=[C:8]2[N:7]=[C:6]1[CH3:17]. (7) Given the reactants [NH2:1][CH2:2][C@H:3]([OH:13])[CH2:4][O:5][C:6]1[CH:11]=[CH:10][C:9]([OH:12])=[CH:8][CH:7]=1.[CH2:14]([NH:21][S:22]([C:25]1[CH:30]=[CH:29][C:28]([N:31]2[CH2:36][CH2:35][C:34](=O)[CH2:33][CH2:32]2)=[CH:27][CH:26]=1)(=[O:24])=[O:23])[C:15]1[CH:20]=[CH:19][CH:18]=[CH:17][CH:16]=1, predict the reaction product. The product is: [CH2:14]([NH:21][S:22]([C:25]1[CH:30]=[CH:29][C:28]([N:31]2[CH2:36][CH2:35][CH:34]([NH:1][CH2:2][C@H:3]([OH:13])[CH2:4][O:5][C:6]3[CH:11]=[CH:10][C:9]([OH:12])=[CH:8][CH:7]=3)[CH2:33][CH2:32]2)=[CH:27][CH:26]=1)(=[O:23])=[O:24])[C:15]1[CH:16]=[CH:17][CH:18]=[CH:19][CH:20]=1.